Task: Predict the reactants needed to synthesize the given product.. Dataset: Full USPTO retrosynthesis dataset with 1.9M reactions from patents (1976-2016) (1) Given the product [CH2:29]([S:31]([NH:1][C:2]1[CH:3]=[C:4]([CH:26]=[CH:27][CH:28]=1)[CH2:5][O:6][C:7]1[CH:15]=[C:14]([F:16])[CH:13]=[C:12]([NH:17][C:18]2[CH:23]=[CH:22][C:21]([I:24])=[CH:20][C:19]=2[F:25])[C:8]=1[C:9]([NH2:11])=[O:10])(=[O:33])=[O:32])[CH3:30], predict the reactants needed to synthesize it. The reactants are: [NH2:1][C:2]1[CH:3]=[C:4]([CH:26]=[CH:27][CH:28]=1)[CH2:5][O:6][C:7]1[CH:15]=[C:14]([F:16])[CH:13]=[C:12]([NH:17][C:18]2[CH:23]=[CH:22][C:21]([I:24])=[CH:20][C:19]=2[F:25])[C:8]=1[C:9]([NH2:11])=[O:10].[CH2:29]([S:31](Cl)(=[O:33])=[O:32])[CH3:30]. (2) Given the product [N+:12]([C:6]1[CH:7]=[N:8][C:9]2[C:4]([CH:5]=1)=[CH:3][C:2]([O:1][CH2:21][CH2:20][N:15]1[CH2:19][CH2:18][CH2:17][CH2:16]1)=[CH:11][CH:10]=2)([O-:14])=[O:13], predict the reactants needed to synthesize it. The reactants are: [OH:1][C:2]1[CH:3]=[C:4]2[C:9](=[CH:10][CH:11]=1)[N:8]=[CH:7][C:6]([N+:12]([O-:14])=[O:13])=[CH:5]2.[N:15]1([CH2:20][CH2:21]O)[CH2:19][CH2:18][CH2:17][CH2:16]1.C1(P(C2C=CC=CC=2)C2C=CC=CC=2)C=CC=CC=1.N(C(OCC)=O)=NC(OCC)=O. (3) Given the product [Cl:11][C:12]1[CH:13]=[C:14]([CH:17]=[CH:18][C:19]=1[C:20]1[N:24]=[C:23]([C:25]2[N:26]=[C:27]3[C:32]([Cl:33])=[CH:31][C:30]([C:34]([F:37])([F:36])[F:35])=[CH:29][N:28]3[CH:38]=2)[O:22][N:21]=1)[C:15](=[N:2][OH:3])[NH2:16], predict the reactants needed to synthesize it. The reactants are: Cl.[NH2:2][OH:3].C(N(CC)CC)C.[Cl:11][C:12]1[CH:13]=[C:14]([CH:17]=[CH:18][C:19]=1[C:20]1[N:24]=[C:23]([C:25]2[N:26]=[C:27]3[C:32]([Cl:33])=[CH:31][C:30]([C:34]([F:37])([F:36])[F:35])=[CH:29][N:28]3[CH:38]=2)[O:22][N:21]=1)[C:15]#[N:16]. (4) Given the product [Cl:30][C:31]1[N:39]=[CH:38][C:37]([F:41])=[CH:36][C:32]=1[C:33]([OH:35])=[O:34], predict the reactants needed to synthesize it. The reactants are: C1C=CC(P(C2C=CC=CC=2)C2C=CC=CC=2)=CC=1.CCN(CC)CC.C(O)=O.[Cl:30][C:31]1[N:39]=[C:38](Cl)[C:37]([F:41])=[CH:36][C:32]=1[C:33]([OH:35])=[O:34]. (5) Given the product [C:10]([C:9]1[CH:12]=[C:13]([CH:14]=[CH:15][C:8]=1[O:7][C:6]1[CH:18]=[C:19]([C:21]([F:22])([F:23])[F:24])[CH:20]=[C:4]([F:3])[CH:5]=1)[CH2:16][O:17][C:26]1[CH:27]=[C:28]2[N:35]([C:36]([O:38][C:39]([CH3:42])([CH3:41])[CH3:40])=[O:37])[CH2:34][CH2:33][N:29]2[C:30](=[O:32])[N:31]=1)#[N:11], predict the reactants needed to synthesize it. The reactants are: [H-].[Na+].[F:3][C:4]1[CH:5]=[C:6]([CH:18]=[C:19]([C:21]([F:24])([F:23])[F:22])[CH:20]=1)[O:7][C:8]1[CH:15]=[CH:14][C:13]([CH2:16][OH:17])=[CH:12][C:9]=1[C:10]#[N:11].Cl[C:26]1[CH:27]=[C:28]2[N:35]([C:36]([O:38][C:39]([CH3:42])([CH3:41])[CH3:40])=[O:37])[CH2:34][CH2:33][N:29]2[C:30](=[O:32])[N:31]=1.